This data is from NCI-60 drug combinations with 297,098 pairs across 59 cell lines. The task is: Regression. Given two drug SMILES strings and cell line genomic features, predict the synergy score measuring deviation from expected non-interaction effect. (1) Drug 1: C1CN1P(=S)(N2CC2)N3CC3. Drug 2: N.N.Cl[Pt+2]Cl. Cell line: OVCAR3. Synergy scores: CSS=12.3, Synergy_ZIP=-0.245, Synergy_Bliss=2.53, Synergy_Loewe=-23.7, Synergy_HSA=0.101. (2) Drug 1: C1=C(C(=O)NC(=O)N1)F. Drug 2: C1=NC(=NC(=O)N1C2C(C(C(O2)CO)O)O)N. Cell line: K-562. Synergy scores: CSS=56.6, Synergy_ZIP=-15.9, Synergy_Bliss=-18.1, Synergy_Loewe=-11.9, Synergy_HSA=-10.4.